This data is from Catalyst prediction with 721,799 reactions and 888 catalyst types from USPTO. The task is: Predict which catalyst facilitates the given reaction. (1) Reactant: [Cl-].O[NH3+:3].[C:4](=[O:7])([O-])[OH:5].[Na+].CS(C)=O.[CH2:13]([C:17]1[N:18]=[C:19]([CH2:39][CH2:40][C:41]2[CH:46]=[CH:45][CH:44]=[CH:43][CH:42]=2)[NH:20][C:21](=[O:38])[C:22]=1[CH2:23][C:24]1[CH:29]=[CH:28][C:27]([C:30]2[C:31]([C:36]#[N:37])=[CH:32][CH:33]=[CH:34][CH:35]=2)=[CH:26][CH:25]=1)[CH2:14][CH2:15][CH3:16]. Product: [CH2:13]([C:17]1[N:18]=[C:19]([CH2:39][CH2:40][C:41]2[CH:42]=[CH:43][CH:44]=[CH:45][CH:46]=2)[NH:20][C:21](=[O:38])[C:22]=1[CH2:23][C:24]1[CH:29]=[CH:28][C:27]([C:30]2[CH:35]=[CH:34][CH:33]=[CH:32][C:31]=2[C:36]2[NH:3][C:4](=[O:7])[O:5][N:37]=2)=[CH:26][CH:25]=1)[CH2:14][CH2:15][CH3:16]. The catalyst class is: 69. (2) Reactant: P([O-])([O-])([O-])=O.[K+].[K+].[K+].Cl[C:10]1[CH:11]=[CH:12][C:13]2[N:19]3[CH2:20][C@H:16]([CH2:17][CH2:18]3)[N:15]([C:21]([NH:23][C:24]3[CH:29]=[N:28][CH:27]=[CH:26][N:25]=3)=[O:22])[C:14]=2[N:30]=1.[F:31][C:32]1[C:33]([CH3:47])=[N:34][CH:35]=[C:36](B2OC(C)(C)C(C)(C)O2)[CH:37]=1.CC(C1C=C(C(C)C)C(C2C=CC=CC=2P(C2CCCCC2)C2CCCCC2)=C(C(C)C)C=1)C. Product: [F:31][C:32]1[CH:37]=[C:36]([C:10]2[CH:11]=[CH:12][C:13]3[N:19]4[CH2:20][C@H:16]([CH2:17][CH2:18]4)[N:15]([C:21]([NH:23][C:24]4[CH:29]=[N:28][CH:27]=[CH:26][N:25]=4)=[O:22])[C:14]=3[N:30]=2)[CH:35]=[N:34][C:33]=1[CH3:47]. The catalyst class is: 333. (3) Reactant: I[C:2]1[C:10]2[C:5](=[CH:6][C:7]([CH2:11][N:12]3[CH2:17][CH2:16][CH2:15][CH2:14][CH2:13]3)=[CH:8][CH:9]=2)[NH:4][C:3]=1[C:18]1[CH:23]=[C:22]([C:24]2[CH:29]=[CH:28][N:27]=[CH:26][CH:25]=2)[N:21]=[N:20][C:19]=1[O:30][CH3:31].[C:32]1(B(O)O)[CH:37]=[CH:36][CH:35]=[CH:34][CH:33]=1. Product: [CH3:31][O:30][C:19]1[N:20]=[N:21][C:22]([C:24]2[CH:29]=[CH:28][N:27]=[CH:26][CH:25]=2)=[CH:23][C:18]=1[C:3]1[NH:4][C:5]2[C:10]([C:2]=1[C:32]1[CH:37]=[CH:36][CH:35]=[CH:34][CH:33]=1)=[CH:9][CH:8]=[C:7]([CH2:11][N:12]1[CH2:17][CH2:16][CH2:15][CH2:14][CH2:13]1)[CH:6]=2. The catalyst class is: 398.